This data is from Catalyst prediction with 721,799 reactions and 888 catalyst types from USPTO. The task is: Predict which catalyst facilitates the given reaction. (1) Reactant: [Cl:1][C:2]1[C:7]([OH:8])=[CH:6][CH:5]=[CH:4][N:3]=1.[CH3:9][O-].[Na+].CI. Product: [Cl:1][C:2]1[C:7]([O:8][CH3:9])=[CH:6][CH:5]=[CH:4][N:3]=1. The catalyst class is: 9. (2) Reactant: [F:1][C:2]1[CH:7]=[CH:6][C:5]([NH:8][C:9]2[C:10]([C:23]([OH:25])=[O:24])=[N:11][CH:12]=[C:13]([CH2:15][C:16]3[CH:21]=[CH:20][C:19]([F:22])=[CH:18][CH:17]=3)[CH:14]=2)=[CH:4][CH:3]=1.[CH3:26]N(C=O)C.C(=O)([O-])[O-].[K+].[K+].O. Product: [F:1][C:2]1[CH:3]=[CH:4][C:5]([NH:8][C:9]2[C:10]([C:23]([O:25][CH3:26])=[O:24])=[N:11][CH:12]=[C:13]([CH2:15][C:16]3[CH:21]=[CH:20][C:19]([F:22])=[CH:18][CH:17]=3)[CH:14]=2)=[CH:6][CH:7]=1. The catalyst class is: 13. (3) The catalyst class is: 225. Reactant: [S:1]([N:11]1[C:15]2=[N:16][CH:17]=[C:18]([CH2:20][NH:21][C:22]([C@@H:24]3[CH2:29][CH2:28][CH2:27][N:26]([C:30]([O:32][C:33]([CH3:36])([CH3:35])[CH3:34])=[O:31])[CH2:25]3)=O)[N:19]=[C:14]2[CH:13]=[CH:12]1)([C:4]1[CH:10]=[CH:9][C:7]([CH3:8])=[CH:6][CH:5]=1)(=[O:3])=[O:2].COC1C=CC(P2(SP(C3C=CC(OC)=CC=3)(=S)S2)=[S:46])=CC=1. Product: [S:1]([N:11]1[C:15]2=[N:16][CH:17]=[C:18]([CH2:20][NH:21][C:22]([C@@H:24]3[CH2:29][CH2:28][CH2:27][N:26]([C:30]([O:32][C:33]([CH3:36])([CH3:35])[CH3:34])=[O:31])[CH2:25]3)=[S:46])[N:19]=[C:14]2[CH:13]=[CH:12]1)([C:4]1[CH:10]=[CH:9][C:7]([CH3:8])=[CH:6][CH:5]=1)(=[O:3])=[O:2].